Dataset: HIV replication inhibition screening data with 41,000+ compounds from the AIDS Antiviral Screen. Task: Binary Classification. Given a drug SMILES string, predict its activity (active/inactive) in a high-throughput screening assay against a specified biological target. (1) The compound is COCN1C(=O)C2CCCN2C(=O)c2ccc(Cl)cc21. The result is 0 (inactive). (2) The molecule is C=CCCC(=O)CC(=O)OC. The result is 0 (inactive).